Dataset: Blood-brain barrier penetration binary classification data from Martins et al.. Task: Regression/Classification. Given a drug SMILES string, predict its absorption, distribution, metabolism, or excretion properties. Task type varies by dataset: regression for continuous measurements (e.g., permeability, clearance, half-life) or binary classification for categorical outcomes (e.g., BBB penetration, CYP inhibition). Dataset: bbb_martins. The molecule is CC(C)CCNCC1COc2ccccc2O1. The result is 1 (penetrates BBB).